From a dataset of Forward reaction prediction with 1.9M reactions from USPTO patents (1976-2016). Predict the product of the given reaction. (1) Given the reactants [CH2:1]([O:3][C:4]([C:6]1[NH:7][C:8]([CH3:21])=[C:9]([C:12]2[CH:17]=[CH:16][C:15]([C:18]([OH:20])=O)=[CH:14][CH:13]=2)[C:10]=1[CH3:11])=[O:5])[CH3:2].C(Cl)(=O)C(Cl)=O.[N:28]1([C:34]2[CH:39]=[CH:38][C:37]([NH2:40])=[CH:36][CH:35]=2)[CH2:33][CH2:32][O:31][CH2:30][CH2:29]1.C(=O)(O)[O-].[Na+], predict the reaction product. The product is: [CH2:1]([O:3][C:4]([C:6]1[NH:7][C:8]([CH3:21])=[C:9]([C:12]2[CH:13]=[CH:14][C:15]([C:18](=[O:20])[NH:40][C:37]3[CH:36]=[CH:35][C:34]([N:28]4[CH2:33][CH2:32][O:31][CH2:30][CH2:29]4)=[CH:39][CH:38]=3)=[CH:16][CH:17]=2)[C:10]=1[CH3:11])=[O:5])[CH3:2]. (2) Given the reactants Br[C:2]1[CH:7]=[CH:6][C:5]([CH:8]2[O:13][CH2:12][CH2:11][CH2:10][O:9]2)=[CH:4][C:3]=1[F:14].C([Li])CCC.[Cl:20][C:21]1[CH:26]=[C:25](Cl)[C:24]([N:28]=[C:29]=[S:30])=[CH:23][N:22]=1.C(=O)([O-])[O-].[Na+].[Na+], predict the reaction product. The product is: [O:9]1[CH2:10][CH2:11][CH2:12][O:13][CH:8]1[C:5]1[CH:6]=[CH:7][C:2]([C:29]2[S:30][C:25]3[CH:26]=[C:21]([Cl:20])[N:22]=[CH:23][C:24]=3[N:28]=2)=[C:3]([F:14])[CH:4]=1. (3) Given the reactants [CH3:1][N:2]1[C:6]2=[N:7][C:8]([N:11]3[CH:16]=[CH:15][C:14]([O:17][CH2:18][C:19]4[CH:20]=[N:21][C:22]([C:25]([F:28])([F:27])[F:26])=[CH:23][CH:24]=4)=[CH:13][C:12]3=[O:29])=[CH:9][CH:10]=[C:5]2[C:4]2[CH2:30][N:31](C(OC(C)(C)C)=O)[CH2:32][CH2:33][C:3]1=2.Cl, predict the reaction product. The product is: [CH3:1][N:2]1[C:6]2=[N:7][C:8]([N:11]3[CH:16]=[CH:15][C:14]([O:17][CH2:18][C:19]4[CH:20]=[N:21][C:22]([C:25]([F:27])([F:26])[F:28])=[CH:23][CH:24]=4)=[CH:13][C:12]3=[O:29])=[CH:9][CH:10]=[C:5]2[C:4]2[CH2:30][NH:31][CH2:32][CH2:33][C:3]1=2. (4) The product is: [Cl:1][C:2]1[N:3]=[C:4]([N:19]2[CH2:20][CH2:21][C@H:17]([NH:16][C:13](=[O:15])[CH3:14])[CH2:18]2)[C:5]2[N:11]=[CH:10][CH:9]=[CH:8][C:6]=2[N:7]=1. Given the reactants [Cl:1][C:2]1[N:3]=[C:4](Cl)[C:5]2[N:11]=[CH:10][CH:9]=[CH:8][C:6]=2[N:7]=1.[C:13]([NH:16][C@H:17]1[CH2:21][CH2:20][NH:19][CH2:18]1)(=[O:15])[CH3:14], predict the reaction product.